This data is from Full USPTO retrosynthesis dataset with 1.9M reactions from patents (1976-2016). The task is: Predict the reactants needed to synthesize the given product. (1) Given the product [F:28][C:2]([F:1])([C:18]1[CH:19]=[N:20][C:21]([C:24]([F:25])([F:26])[F:27])=[CH:22][CH:23]=1)[CH2:3][N:4]1[CH2:9][CH2:8][CH:7]([NH2:10])[CH2:6][CH2:5]1, predict the reactants needed to synthesize it. The reactants are: [F:1][C:2]([F:28])([C:18]1[CH:19]=[N:20][C:21]([C:24]([F:27])([F:26])[F:25])=[CH:22][CH:23]=1)[CH2:3][N:4]1[CH2:9][CH2:8][CH:7]([NH:10]C(=O)OC(C)(C)C)[CH2:6][CH2:5]1.C(O)(C(F)(F)F)=O. (2) Given the product [F:13][C:11]1[CH:12]=[C:7]([NH:6][CH2:5][C:4]([OH:22])=[O:3])[CH:8]=[N:9][CH:10]=1, predict the reactants needed to synthesize it. The reactants are: C([O:3][C:4](=[O:22])[CH:5](NC1C=NC=C(F)C=1)[NH:6][C:7]1[CH:8]=[N:9][CH:10]=[C:11]([F:13])[CH:12]=1)C.[OH-].[Na+]. (3) Given the product [Cl:11][C:6]1[CH:5]=[C:4]([C:2](=[N:18][OH:19])[CH3:1])[CH:9]=[CH:8][C:7]=1[Cl:10], predict the reactants needed to synthesize it. The reactants are: [CH3:1][C:2]([C:4]1[CH:9]=[CH:8][C:7]([Cl:10])=[C:6]([Cl:11])[CH:5]=1)=O.N1C=CC=CC=1.[NH2:18][OH:19].O.